Dataset: Catalyst prediction with 721,799 reactions and 888 catalyst types from USPTO. Task: Predict which catalyst facilitates the given reaction. (1) Reactant: [NH2:1][C@H:2]1[CH2:6][CH2:5][CH2:4][C@@H:3]1[OH:7].[C:8](O)(=[O:13])[CH2:9][CH2:10][CH:11]=[CH2:12].CCOC(C)=O.CCCCCC. Product: [OH:7][C@H:3]1[CH2:4][CH2:5][CH2:6][C@@H:2]1[NH:1][C:8](=[O:13])[CH2:9][CH2:10][CH:11]=[CH2:12]. The catalyst class is: 2. (2) Reactant: Cl.[C:2]([C:10]1[CH:11]=[C:12]([C@H:16]([NH2:18])[CH3:17])[CH:13]=[CH:14][CH:15]=1)(=[O:9])[C:3]1[CH:8]=[CH:7][CH:6]=[CH:5][CH:4]=1.OS(O)(=O)=O.[S-:24][C:25]#[N:26].[Na+]. The catalyst class is: 11. Product: [C:2]([C:10]1[CH:11]=[C:12]([C@H:16]([NH:18][C:25]([NH2:26])=[S:24])[CH3:17])[CH:13]=[CH:14][CH:15]=1)(=[O:9])[C:3]1[CH:4]=[CH:5][CH:6]=[CH:7][CH:8]=1. (3) Reactant: [CH2:1]([S:5]([N:8]1[C:16]2[C:11](=[CH:12][CH:13]=[CH:14][CH:15]=2)[CH:10]([C:17]([OH:19])=O)[CH2:9]1)(=[O:7])=[O:6])[CH:2]([CH3:4])[CH3:3].[F:20][C:21]1[CH:27]=[CH:26][C:24]([NH2:25])=[CH:23][C:22]=1[CH3:28].CCN(C(C)C)C(C)C.CN(C(ON1N=NC2C=CC=NC1=2)=[N+](C)C)C.F[P-](F)(F)(F)(F)F. Product: [F:20][C:21]1[CH:27]=[CH:26][C:24]([NH:25][C:17]([CH:10]2[C:11]3[C:16](=[CH:15][CH:14]=[CH:13][CH:12]=3)[N:8]([S:5]([CH2:1][CH:2]([CH3:3])[CH3:4])(=[O:6])=[O:7])[CH2:9]2)=[O:19])=[CH:23][C:22]=1[CH3:28]. The catalyst class is: 2. (4) Reactant: [Cl:1][C:2]1[CH:3]=[C:4]([OH:13])[C:5]([CH3:12])=[C:6]([CH:11]=1)[C:7]([O:9][CH3:10])=[O:8].CS(O[CH:19]1[CH2:24][CH2:23][N:22]([C:25]([O:27][C:28]([CH3:31])([CH3:30])[CH3:29])=[O:26])[CH2:21][CH2:20]1)(=O)=O.C(=O)([O-])[O-].[Cs+].[Cs+]. Product: [Cl:1][C:2]1[CH:11]=[C:6]([C:7]([O:9][CH3:10])=[O:8])[C:5]([CH3:12])=[C:4]([CH:3]=1)[O:13][CH:19]1[CH2:24][CH2:23][N:22]([C:25]([O:27][C:28]([CH3:31])([CH3:30])[CH3:29])=[O:26])[CH2:21][CH2:20]1. The catalyst class is: 3. (5) Reactant: [F:1][C:2]1[C:7]([F:8])=[CH:6][CH:5]=[CH:4][C:3]=1[C:9]1[CH:10]=[C:11]2[C:16](=[CH:17][CH:18]=1)[N:15]=[C:14]([C:19]1[CH:20]=[N:21][CH:22]=[CH:23][CH:24]=1)[N:13]=[C:12]2[N:25]1[C:33]2[C:28](=[CH:29][C:30]([NH2:34])=[CH:31][CH:32]=2)[CH2:27][CH2:26]1.N1C=CC=CC=1.[C:41]([Cl:44])(=[O:43])[CH3:42]. Product: [ClH:44].[ClH:44].[F:1][C:2]1[C:7]([F:8])=[CH:6][CH:5]=[CH:4][C:3]=1[C:9]1[CH:10]=[C:11]2[C:16](=[CH:17][CH:18]=1)[N:15]=[C:14]([C:19]1[CH:20]=[N:21][CH:22]=[CH:23][CH:24]=1)[N:13]=[C:12]2[N:25]1[C:33]2[C:28](=[CH:29][C:30]([NH:34][C:41](=[O:43])[CH3:42])=[CH:31][CH:32]=2)[CH2:27][CH2:26]1. The catalyst class is: 2. (6) Reactant: [CH2:1]([O:3][C:4](=[O:16])[C:5](=O)/[CH:6]=[C:7](\O)/[C:8]1[CH:13]=[CH:12][CH:11]=[CH:10][N:9]=1)[CH3:2].[CH3:17][NH:18][NH2:19].C(Cl)Cl.CO. Product: [CH2:1]([O:3][C:4]([C:5]1[CH:6]=[C:7]([C:8]2[CH:13]=[CH:12][CH:11]=[CH:10][N:9]=2)[N:18]([CH3:17])[N:19]=1)=[O:16])[CH3:2]. The catalyst class is: 14. (7) Reactant: [Br:1][C:2]1[CH:7]=[CH:6][C:5]([C:8]2[O:12][N:11]=[C:10]([CH3:13])[C:9]=2C(O)=O)=[CH:4][CH:3]=1.C([N:19]([CH2:22]C)CC)C.C1(P(N=[N+]=[N-])(C2C=CC=CC=2)=[O:31])C=CC=CC=1.[Cl:41][C:42]1[CH:50]=[CH:49][CH:48]=[CH:47][C:43]=1[CH:44]([OH:46])[CH3:45]. Product: [Cl:41][C:42]1[CH:50]=[CH:49][CH:48]=[CH:47][C:43]=1[CH:44]([O:46][C:22](=[O:31])[NH:19][C:9]1[C:10]([CH3:13])=[N:11][O:12][C:8]=1[C:5]1[CH:4]=[CH:3][C:2]([Br:1])=[CH:7][CH:6]=1)[CH3:45]. The catalyst class is: 11.